The task is: Predict the reaction yield, written as a fraction of the theoretical maximum amount of product (1.0 means a 100% yield; for example, 0.34 means a 34% yield).. This data is from Reaction yield outcomes from USPTO patents with 853,638 reactions. The reactants are [F:1][C:2]1[C:7]([C:8]2[CH:13]=[CH:12][CH:11]=[C:10]([C:14]#[C:15][C:16]3[CH:17]=[N:18][N:19]([CH2:21][CH2:22][F:23])[CH:20]=3)[CH:9]=2)=[CH:6][CH:5]=[CH:4][N:3]=1.C([O-])(O)=[O:25].[Na+].[O-]S([O-])(=O)=O.[Mg+2].[Mn]([O-])(=O)(=O)=O.[K+].[OH2:41]. The catalyst is CC(C)=O. The product is [F:23][CH2:22][CH2:21][N:19]1[CH:20]=[C:16]([C:15](=[O:25])[C:14]([C:10]2[CH:11]=[CH:12][CH:13]=[C:8]([C:7]3[C:2]([F:1])=[N:3][CH:4]=[CH:5][CH:6]=3)[CH:9]=2)=[O:41])[CH:17]=[N:18]1. The yield is 0.620.